From a dataset of Catalyst prediction with 721,799 reactions and 888 catalyst types from USPTO. Predict which catalyst facilitates the given reaction. (1) Reactant: [OH:1][CH2:2][CH:3]1[CH2:5][N@:4]1[C:6]([C:8]1[CH:13]=[CH:12][C:11]([N+:14]([O-])=O)=[C:10]([O:17][CH3:18])[CH:9]=1)=[O:7]. Product: [NH2:14][C:11]1[CH:12]=[CH:13][C:8]([C:6]([N@@:4]2[CH2:5][CH:3]2[CH2:2][OH:1])=[O:7])=[CH:9][C:10]=1[O:17][CH3:18]. The catalyst class is: 19. (2) Reactant: [CH3:1][CH:2]1[CH2:7][CH2:6][CH2:5][CH2:4][N:3]1[C:8]1[C:9]([C:22]2[CH:27]=[CH:26][CH:25]=[CH:24][CH:23]=2)=[N:10][C:11]2[C:16]([N:17]=1)=[CH:15][C:14]([C:18]([O:20]C)=[O:19])=[CH:13][CH:12]=2.[OH-].[Na+]. The catalyst class is: 24. Product: [CH3:1][CH:2]1[CH2:7][CH2:6][CH2:5][CH2:4][N:3]1[C:8]1[C:9]([C:22]2[CH:23]=[CH:24][CH:25]=[CH:26][CH:27]=2)=[N:10][C:11]2[C:16]([N:17]=1)=[CH:15][C:14]([C:18]([OH:20])=[O:19])=[CH:13][CH:12]=2. (3) Reactant: [Cl:1][C:2]1[CH:18]=[C:17]([Cl:19])[CH:16]=[CH:15][C:3]=1[CH2:4][NH:5][C:6](=[O:14])[C:7]1[CH:12]=[CH:11][C:10]([OH:13])=[N:9][CH:8]=1.[CH:20]1([CH2:23]Br)[CH2:22][CH2:21]1.C(=O)([O-])[O-].[K+].[K+]. Product: [Cl:1][C:2]1[CH:18]=[C:17]([Cl:19])[CH:16]=[CH:15][C:3]=1[CH2:4][NH:5][C:6]([C:7]1[CH:12]=[CH:11][C:10](=[O:13])[N:9]([CH2:23][CH:20]2[CH2:22][CH2:21]2)[CH:8]=1)=[O:14]. The catalyst class is: 10. (4) Reactant: [F:1][C:2]1[CH:7]=[CH:6][C:5]([CH:8]([O:15][C:16]2[CH:38]=[CH:37][C:19]([C:20]([NH:22][C@@H:23]([CH2:31][CH2:32][S:33]([CH3:36])(=[O:35])=[O:34])[C:24]([O:26]C(C)(C)C)=[O:25])=[O:21])=[C:18]([C:39]3[CH:44]=[CH:43][C:42]([F:45])=[CH:41][CH:40]=3)[CH:17]=2)[CH2:9][N:10]2[CH:14]=[CH:13][N:12]=[CH:11]2)=[CH:4][CH:3]=1. Product: [F:1][C:2]1[CH:7]=[CH:6][C:5]([CH:8]([O:15][C:16]2[CH:38]=[CH:37][C:19]([C:20]([NH:22][CH:23]([CH2:31][CH2:32][S:33]([CH3:36])(=[O:34])=[O:35])[C:24]([OH:26])=[O:25])=[O:21])=[C:18]([C:39]3[CH:40]=[CH:41][C:42]([F:45])=[CH:43][CH:44]=3)[CH:17]=2)[CH2:9][N:10]2[CH:14]=[CH:13][N:12]=[CH:11]2)=[CH:4][CH:3]=1. The catalyst class is: 67. (5) The catalyst class is: 9. Reactant: [H-].[Na+].[OH:3][C:4]1[CH:9]=[CH:8][C:7]([C:10]([C:13]2[CH:18]=[CH:17][C:16]([OH:19])=[CH:15][CH:14]=2)([CH3:12])[CH3:11])=[CH:6][CH:5]=1.CC1C=CC(S(O[CH2:31][C@@H:32]2[O:34][CH2:33]2)(=O)=O)=CC=1. Product: [O:34]1[CH2:33][C@@H:32]1[CH2:31][O:3][C:4]1[CH:5]=[CH:6][C:7]([C:10]([C:13]2[CH:14]=[CH:15][C:16]([OH:19])=[CH:17][CH:18]=2)([CH3:12])[CH3:11])=[CH:8][CH:9]=1. (6) Reactant: [Cl:1][C:2]1[CH:10]=[C:9]2[C:5]([C:6]([C:15]([N:17]3[CH2:22][CH2:21][N:20]([C:23]4[CH:28]=[CH:27][CH:26]=[CH:25][C:24]=4[F:29])[CH2:19][CH2:18]3)=[O:16])=[CH:7][N:8]2[CH2:11][C:12](O)=[O:13])=[CH:4][CH:3]=1.[NH3:30]. Product: [Cl:1][C:2]1[CH:10]=[C:9]2[C:5]([C:6]([C:15]([N:17]3[CH2:22][CH2:21][N:20]([C:23]4[CH:28]=[CH:27][CH:26]=[CH:25][C:24]=4[F:29])[CH2:19][CH2:18]3)=[O:16])=[CH:7][N:8]2[CH2:11][C:12]([NH2:30])=[O:13])=[CH:4][CH:3]=1. The catalyst class is: 1.